Dataset: Forward reaction prediction with 1.9M reactions from USPTO patents (1976-2016). Task: Predict the product of the given reaction. (1) Given the reactants C([O:4][CH2:5][C:6]([CH3:53])([CH3:52])[CH2:7][N:8]1[C:14]2[CH:15]=[CH:16][C:17]([Cl:19])=[CH:18][C:13]=2[C@@H:12]([C:20]2[CH:25]=[CH:24][CH:23]=[C:22]([O:26][CH3:27])[C:21]=2[O:28][CH3:29])[O:11][C@H:10]([CH2:30][C:31]([NH:33][C:34]2[C:35]([O:49][CH3:50])=[C:36]([O:47][CH3:48])[CH:37]=[C:38]([CH2:40][CH2:41][C:42]([O:44]CC)=[O:43])[CH:39]=2)=[O:32])[C:9]1=[O:51])(=O)C.[OH-].[Na+].C(O)C, predict the reaction product. The product is: [Cl:19][C:17]1[CH:16]=[CH:15][C:14]2[N:8]([CH2:7][C:6]([CH3:52])([CH3:53])[CH2:5][OH:4])[C:9](=[O:51])[C@@H:10]([CH2:30][C:31]([NH:33][C:34]3[C:35]([O:49][CH3:50])=[C:36]([O:47][CH3:48])[CH:37]=[C:38]([CH2:40][CH2:41][C:42]([OH:44])=[O:43])[CH:39]=3)=[O:32])[O:11][C@H:12]([C:20]3[CH:25]=[CH:24][CH:23]=[C:22]([O:26][CH3:27])[C:21]=3[O:28][CH3:29])[C:13]=2[CH:18]=1. (2) Given the reactants C(O[C:4](=O)[CH2:5][C:6]([CH2:8]Cl)=[O:7])C.P([O-])([O-])([O-])=O.C(O)[C:17](N)([CH2:20]O)[CH2:18]O.Cl.N[CH2:26]C(O)=O, predict the reaction product. The product is: [CH3:8][C@@H:6]([OH:7])[CH2:5][CH2:4][CH2:26][CH2:18][CH2:17][CH3:20].